Dataset: Forward reaction prediction with 1.9M reactions from USPTO patents (1976-2016). Task: Predict the product of the given reaction. Given the reactants [F:1][C:2]1[C:19]([NH:20][S:21]([CH2:24][CH2:25][CH3:26])(=[O:23])=[O:22])=[CH:18][CH:17]=[C:16]([F:27])[C:3]=1[C:4]([NH:6][C:7]1[CH:8]=[C:9]2[CH:15]=[CH:14][NH:13][C:10]2=[N:11][CH:12]=1)=[O:5].[Cl:28]N1C(=O)CCC1=O, predict the reaction product. The product is: [Cl:28][C:15]1[C:9]2[C:10](=[N:11][CH:12]=[C:7]([NH:6][C:4](=[O:5])[C:3]3[C:16]([F:27])=[CH:17][CH:18]=[C:19]([NH:20][S:21]([CH2:24][CH2:25][CH3:26])(=[O:23])=[O:22])[C:2]=3[F:1])[CH:8]=2)[NH:13][CH:14]=1.